The task is: Predict the reactants needed to synthesize the given product.. This data is from Full USPTO retrosynthesis dataset with 1.9M reactions from patents (1976-2016). (1) The reactants are: [F:1][C:2]1[CH:7]=[CH:6][C:5]([CH2:8][CH2:9][N:10]2[CH2:15][CH2:14][C@@H:13]([CH3:16])[C@H:12]([CH2:17][OH:18])[CH2:11]2)=[CH:4][CH:3]=1.C(N(CC)CC)C.[CH3:26][S:27](Cl)(=[O:29])=[O:28]. Given the product [F:1][C:2]1[CH:7]=[CH:6][C:5]([CH2:8][CH2:9][N:10]2[CH2:15][CH2:14][C@@H:13]([CH3:16])[C@H:12]([CH2:17][O:18][S:27]([CH3:26])(=[O:29])=[O:28])[CH2:11]2)=[CH:4][CH:3]=1, predict the reactants needed to synthesize it. (2) Given the product [CH3:19][C:15]1[CH:16]=[C:17]2[C:12](=[CH:13][CH:14]=1)[C:11](=[O:20])[N:10]([CH:3]([C:4]1[CH:5]=[CH:6][CH:7]=[CH:8][CH:9]=1)[CH2:2][O:1][S:29]([CH3:28])(=[O:31])=[O:30])[CH2:18]2, predict the reactants needed to synthesize it. The reactants are: [OH:1][CH2:2][CH:3]([N:10]1[CH2:18][C:17]2[C:12](=[CH:13][CH:14]=[C:15]([CH3:19])[CH:16]=2)[C:11]1=[O:20])[C:4]1[CH:9]=[CH:8][CH:7]=[CH:6][CH:5]=1.C(N(CC)CC)C.[CH3:28][S:29](Cl)(=[O:31])=[O:30].C(=O)(O)[O-].[Na+]. (3) Given the product [F:20][C:21]1[CH:29]=[CH:28][CH:27]=[CH:26][C:22]=1[C:23]([NH:19][C:3]1[CH:4]=[CH:5][C:6]([N:8]2[CH2:12][CH2:11][CH:10]([N:13]3[CH2:17][CH2:16][CH2:15][C@H:14]3[CH3:18])[CH2:9]2)=[CH:7][C:2]=1[CH3:1])=[O:24], predict the reactants needed to synthesize it. The reactants are: [CH3:1][C:2]1[CH:7]=[C:6]([N:8]2[CH2:12][CH2:11][CH:10]([N:13]3[CH2:17][CH2:16][CH2:15][C@H:14]3[CH3:18])[CH2:9]2)[CH:5]=[CH:4][C:3]=1[NH2:19].[F:20][C:21]1[CH:29]=[CH:28][CH:27]=[CH:26][C:22]=1[C:23](Cl)=[O:24]. (4) Given the product [Cl:18][C:14]1[CH:15]=[C:16]([Cl:17])[N:12]([CH2:11][C:9]2[N:10]=[C:5]3[S:4][C:3]([CH3:20])=[C:2]([CH:24]4[CH2:26][CH:25]4[C:27]#[N:28])[N:6]3[C:7](=[O:19])[CH:8]=2)[N:13]=1, predict the reactants needed to synthesize it. The reactants are: Br[C:2]1[N:6]2[C:7](=[O:19])[CH:8]=[C:9]([CH2:11][N:12]3[C:16]([Cl:17])=[CH:15][C:14]([Cl:18])=[N:13]3)[N:10]=[C:5]2[S:4][C:3]=1[CH3:20].[K].FB(F)(F)[CH:24]1[CH2:26][CH:25]1[C:27]#[N:28].C(=O)([O-])[O-].[Na+].[Na+]. (5) Given the product [C:28]([C:2]1[CH:7]=[CH:6][C:5](/[C:8](/[C:11]2[CH:12]=[CH:13][C:14]([NH:17][C:18](=[O:27])[C:19]3[C:24]([CH3:25])=[C:23]([F:26])[CH:22]=[N:21][CH:20]=3)=[N:15][CH:16]=2)=[CH:9]/[CH3:10])=[CH:4][CH:3]=1)#[N:29], predict the reactants needed to synthesize it. The reactants are: Br[C:2]1[CH:7]=[CH:6][C:5](/[C:8](/[C:11]2[CH:12]=[CH:13][C:14]([NH:17][C:18](=[O:27])[C:19]3[C:24]([CH3:25])=[C:23]([F:26])[CH:22]=[N:21][CH:20]=3)=[N:15][CH:16]=2)=[CH:9]/[CH3:10])=[CH:4][CH:3]=1.[CH3:28][N:29](C=O)C.